Dataset: Peptide-MHC class I binding affinity with 185,985 pairs from IEDB/IMGT. Task: Regression. Given a peptide amino acid sequence and an MHC pseudo amino acid sequence, predict their binding affinity value. This is MHC class I binding data. (1) The peptide sequence is EQGDIALAL. The MHC is HLA-A02:02 with pseudo-sequence HLA-A02:02. The binding affinity (normalized) is 0.387. (2) The peptide sequence is SMHFYGWSL. The MHC is HLA-A68:02 with pseudo-sequence HLA-A68:02. The binding affinity (normalized) is 0.432.